From a dataset of Catalyst prediction with 721,799 reactions and 888 catalyst types from USPTO. Predict which catalyst facilitates the given reaction. (1) Reactant: [NH2:1][C:2]1[N:12]([C:13]2[CH:18]=[CH:17][C:16]([CH2:19][CH2:20][NH:21][C:22]([NH:24][S:25]([C:28]3[CH:33]=[CH:32][C:31]([CH3:34])=[CH:30][CH:29]=3)(=[O:27])=[O:26])=[O:23])=[CH:15][CH:14]=2)[C:5]2=[N:6][C:7]([CH3:11])=[CH:8][C:9]([CH3:10])=[C:4]2[N:3]=1.[CH3:35][C:36](OC(C)=O)=[O:37]. Product: [CH3:11][C:7]1[N:6]=[C:5]2[N:12]([C:13]3[CH:14]=[CH:15][C:16]([CH2:19][CH2:20][NH:21][C:22]([NH:24][S:25]([C:28]4[CH:33]=[CH:32][C:31]([CH3:34])=[CH:30][CH:29]=4)(=[O:27])=[O:26])=[O:23])=[CH:17][CH:18]=3)[C:2]([NH:1][C:36](=[O:37])[CH3:35])=[N:3][C:4]2=[C:9]([CH3:10])[CH:8]=1. The catalyst class is: 17. (2) Reactant: [Br:1][C:2]1[CH:7]=[CH:6][CH:5]=[C:4]([N:8]([CH3:10])[NH2:9])[N:3]=1.[CH3:11][CH:12]1[CH2:17][C:16](=O)[CH2:15][CH2:14][NH:13]1. Product: [Br:1][C:2]1[CH:7]=[CH:6][CH:5]=[C:4]([N:8]([CH3:10])[N:9]=[C:16]2[CH2:15][CH2:14][NH:13][CH:12]([CH3:11])[CH2:17]2)[N:3]=1. The catalyst class is: 14. (3) Reactant: B.CSC.[C:5]([O:9][C:10]([N:12]([CH2:17][C:18]1[CH:25]=[CH:24][C:21]([C:22]#[N:23])=[CH:20][CH:19]=1)[CH2:13][CH:14]([CH3:16])[CH3:15])=[O:11])([CH3:8])([CH3:7])[CH3:6].OS([O-])(=O)=O.[K+].[OH-].[Na+]. Product: [C:5]([O:9][C:10]([N:12]([CH2:17][C:18]1[CH:19]=[CH:20][C:21]([CH2:22][NH2:23])=[CH:24][CH:25]=1)[CH2:13][CH:14]([CH3:16])[CH3:15])=[O:11])([CH3:7])([CH3:8])[CH3:6]. The catalyst class is: 36. (4) Reactant: [CH:1]1([NH:4][CH:5]([C:7]2[CH:12]=[CH:11][CH:10]=[CH:9][N:8]=2)[CH3:6])[CH2:3][CH2:2]1.[CH2:13]([C:15]1[C:20](=[O:21])[NH:19][C:18]([CH3:22])=[C:17]([C:23]2[S:27][C:26]([S:28](Cl)(=[O:30])=[O:29])=[CH:25][CH:24]=2)[CH:16]=1)[CH3:14]. Product: [CH:1]1([N:4]([CH:5]([C:7]2[CH:12]=[CH:11][CH:10]=[CH:9][N:8]=2)[CH3:6])[S:28]([C:26]2[S:27][C:23]([C:17]3[CH:16]=[C:15]([CH2:13][CH3:14])[C:20](=[O:21])[NH:19][C:18]=3[CH3:22])=[CH:24][CH:25]=2)(=[O:29])=[O:30])[CH2:3][CH2:2]1. The catalyst class is: 4.